This data is from Forward reaction prediction with 1.9M reactions from USPTO patents (1976-2016). The task is: Predict the product of the given reaction. (1) Given the reactants [CH3:1][NH:2][C:3](=[O:11])[C:4]1[CH:9]=[CH:8][CH:7]=[CH:6][C:5]=1[CH3:10].C([C:14]1[CH:19]=[CH:18][C:17]([S:20][CH3:21])=[CH:16][CH:15]=1)#N, predict the reaction product. The product is: [CH3:21][S:20][C:17]1[CH:18]=[CH:19][C:14]([C:1]2[NH:2][C:3](=[O:11])[C:4]3[C:5]([CH:10]=2)=[CH:6][CH:7]=[CH:8][CH:9]=3)=[CH:15][CH:16]=1. (2) The product is: [CH3:3][CH:2]([S:4]([NH:7][C@H:8]1[CH2:13][CH2:12][C@H:11]([CH2:14][NH:15][C:16]2[S:18][CH:20]=[C:21]([C:23]3[C:24]([CH3:29])=[N:25][CH:26]=[CH:27][CH:28]=3)[N:17]=2)[CH2:10][CH2:9]1)(=[O:5])=[O:6])[CH3:1]. Given the reactants [CH3:1][CH:2]([S:4]([NH:7][C@H:8]1[CH2:13][CH2:12][C@H:11]([CH2:14][NH:15][C:16](=[S:18])[NH-:17])[CH2:10][CH2:9]1)(=[O:6])=[O:5])[CH3:3].Cl[CH2:20][C:21]([C:23]1[C:24]([CH3:29])=[N:25][CH:26]=[CH:27][CH:28]=1)=O, predict the reaction product. (3) The product is: [F:8][C:9]1[CH:14]=[CH:13][C:12]([CH2:15][C:16]([NH:2][CH3:1])=[O:17])=[CH:11][CH:10]=1. Given the reactants [CH3:1][NH2:2].C1COCC1.[F:8][C:9]1[CH:14]=[CH:13][C:12]([CH2:15][C:16](Cl)=[O:17])=[CH:11][CH:10]=1, predict the reaction product. (4) Given the reactants [ClH:1].Cl.CC1C=CC(C2C=CC(C3(O)CCCCC3CCN3CCN(C)CC3)=CC=2)=CC=1.C1(O)CCCCC1.C1(C)C=CC(B(O)O)=CC=1.[CH3:49][C:50]1[CH:55]=[CH:54][C:53]([C:56]2[CH:61]=[CH:60][C:59]([CH:62]([C:71]3([OH:77])[CH2:76][CH2:75][CH2:74][CH2:73][CH2:72]3)[CH2:63][N:64]3[CH2:69][CH2:68][N:67]([CH3:70])[CH2:66][CH2:65]3)=[CH:58][CH:57]=2)=[CH:52][CH:51]=1.Cl, predict the reaction product. The product is: [ClH:1].[ClH:1].[CH3:49][C:50]1[CH:55]=[CH:54][C:53]([C:56]2[CH:57]=[CH:58][C:59]([CH:62]([C:71]3([OH:77])[CH2:76][CH2:75][CH2:74][CH2:73][CH2:72]3)[CH2:63][N:64]3[CH2:69][CH2:68][N:67]([CH3:70])[CH2:66][CH2:65]3)=[CH:60][CH:61]=2)=[CH:52][CH:51]=1. (5) Given the reactants [F:1][C:2]1[CH:7]=[CH:6][C:5](B(O)O)=[CH:4][C:3]=1[C:11]1[CH:16]=[CH:15][N:14]=[N:13][CH:12]=1.Br[C:18]1[N:22]2[N:23]=[CH:24][C:25]([C:27]([OH:30])([CH3:29])[CH3:28])=[N:26][C:21]2=[N:20][CH:19]=1, predict the reaction product. The product is: [F:1][C:2]1[CH:7]=[CH:6][C:5]([C:18]2[N:22]3[N:23]=[CH:24][C:25]([C:27]([OH:30])([CH3:28])[CH3:29])=[N:26][C:21]3=[N:20][CH:19]=2)=[CH:4][C:3]=1[C:11]1[CH:16]=[CH:15][N:14]=[N:13][CH:12]=1.